Task: Predict the reaction yield, written as a fraction of the theoretical maximum amount of product (1.0 means a 100% yield; for example, 0.34 means a 34% yield).. Dataset: Reaction yield outcomes from USPTO patents with 853,638 reactions (1) The reactants are Cl.[CH3:2][N:3]([CH3:10])[CH2:4]/[CH:5]=[CH:6]/[C:7](O)=[O:8].C(Cl)(C(Cl)=O)=O.[I:17][C:18]1[C:26]2[C:21](=[N:22][CH:23]=[N:24][C:25]=2[NH:27]C(=O)OC(C)(C)C)[N:20]([C:35]2[CH:40]=[CH:39][C:38]([NH:41][CH3:42])=[CH:37][CH:36]=2)[N:19]=1.C(O)(C(F)(F)F)=O. The yield is 1.00. The product is [NH2:27][C:25]1[N:24]=[CH:23][N:22]=[C:21]2[N:20]([C:35]3[CH:36]=[CH:37][C:38]([N:41]([CH3:42])[C:7](=[O:8])/[CH:6]=[CH:5]/[CH2:4][N:3]([CH3:10])[CH3:2])=[CH:39][CH:40]=3)[N:19]=[C:18]([I:17])[C:26]=12. The catalyst is C(#N)C.CN(C=O)C.C(Cl)Cl. (2) The reactants are C([N:8]1[CH2:13][CH2:12][N:11]([C:14]2[C:22]3[O:21][C:20]([C:23]([N:25]([CH3:27])[CH3:26])=[O:24])=[CH:19][C:18]=3[CH:17]=[CH:16][CH:15]=2)[CH2:10][CH2:9]1)C1C=CC=CC=1.C(O)(=O)C.C(N(CC)CC)C. The catalyst is CO.[Pd]. The product is [CH3:26][N:25]([CH3:27])[C:23]([C:20]1[O:21][C:22]2[C:14]([N:11]3[CH2:12][CH2:13][NH:8][CH2:9][CH2:10]3)=[CH:15][CH:16]=[CH:17][C:18]=2[CH:19]=1)=[O:24]. The yield is 0.880.